Dataset: HIV replication inhibition screening data with 41,000+ compounds from the AIDS Antiviral Screen. Task: Binary Classification. Given a drug SMILES string, predict its activity (active/inactive) in a high-throughput screening assay against a specified biological target. (1) The molecule is Cl[Pd-2]12NCCS[S+]1CCN2. The result is 0 (inactive). (2) The result is 0 (inactive). The molecule is N#CCCN(CCNc1ccccc1)C(=O)Nc1ccc(NC(=O)N(CCC#N)CCNc2ccccc2)cc1. (3) The compound is COC(=O)C(C#CCCCCC#CC(NC(=O)OCc1ccccc1)(C(=O)OC)C(F)(F)F)(NC(=O)OCc1ccccc1)C(F)(F)F. The result is 0 (inactive). (4) The result is 0 (inactive). The compound is Nc1c(Cl)cc(Cl)cc1C(=O)O. (5) The drug is CN(C)NC(=O)C(=Cc1ccc(Cl)cc1)NC(=O)c1ccccc1. The result is 0 (inactive).